Dataset: NCI-60 drug combinations with 297,098 pairs across 59 cell lines. Task: Regression. Given two drug SMILES strings and cell line genomic features, predict the synergy score measuring deviation from expected non-interaction effect. (1) Drug 1: C1=NC2=C(N1)C(=S)N=C(N2)N. Drug 2: CC1=C2C(C(=O)C3(C(CC4C(C3C(C(C2(C)C)(CC1OC(=O)C(C(C5=CC=CC=C5)NC(=O)C6=CC=CC=C6)O)O)OC(=O)C7=CC=CC=C7)(CO4)OC(=O)C)O)C)OC(=O)C. Cell line: MOLT-4. Synergy scores: CSS=55.7, Synergy_ZIP=1.23, Synergy_Bliss=-3.74, Synergy_Loewe=-3.80, Synergy_HSA=-0.702. (2) Drug 1: C1=CC=C(C=C1)NC(=O)CCCCCCC(=O)NO. Drug 2: B(C(CC(C)C)NC(=O)C(CC1=CC=CC=C1)NC(=O)C2=NC=CN=C2)(O)O. Cell line: UACC62. Synergy scores: CSS=71.1, Synergy_ZIP=3.64, Synergy_Bliss=4.77, Synergy_Loewe=-0.217, Synergy_HSA=5.15. (3) Drug 1: C#CCC(CC1=CN=C2C(=N1)C(=NC(=N2)N)N)C3=CC=C(C=C3)C(=O)NC(CCC(=O)O)C(=O)O. Drug 2: COCCOC1=C(C=C2C(=C1)C(=NC=N2)NC3=CC=CC(=C3)C#C)OCCOC.Cl. Cell line: OVCAR-8. Synergy scores: CSS=6.96, Synergy_ZIP=-1.92, Synergy_Bliss=1.73, Synergy_Loewe=3.20, Synergy_HSA=2.77. (4) Synergy scores: CSS=14.5, Synergy_ZIP=6.34, Synergy_Bliss=14.7, Synergy_Loewe=5.58, Synergy_HSA=8.68. Drug 1: CC1=C(C(CCC1)(C)C)C=CC(=CC=CC(=CC(=O)O)C)C. Drug 2: CNC(=O)C1=NC=CC(=C1)OC2=CC=C(C=C2)NC(=O)NC3=CC(=C(C=C3)Cl)C(F)(F)F. Cell line: MDA-MB-231. (5) Drug 1: CC=C1C(=O)NC(C(=O)OC2CC(=O)NC(C(=O)NC(CSSCCC=C2)C(=O)N1)C(C)C)C(C)C. Drug 2: CN1C2=C(C=C(C=C2)N(CCCl)CCCl)N=C1CCCC(=O)O.Cl. Cell line: MOLT-4. Synergy scores: CSS=60.5, Synergy_ZIP=0.0624, Synergy_Bliss=-2.52, Synergy_Loewe=-68.9, Synergy_HSA=-4.50. (6) Drug 1: CN1C(=O)N2C=NC(=C2N=N1)C(=O)N. Drug 2: CC1=C2C(C(=O)C3(C(CC4C(C3C(C(C2(C)C)(CC1OC(=O)C(C(C5=CC=CC=C5)NC(=O)C6=CC=CC=C6)O)O)OC(=O)C7=CC=CC=C7)(CO4)OC(=O)C)O)C)OC(=O)C. Cell line: HCT116. Synergy scores: CSS=38.2, Synergy_ZIP=3.72, Synergy_Bliss=5.41, Synergy_Loewe=-64.4, Synergy_HSA=0.433. (7) Drug 2: C1CNP(=O)(OC1)N(CCCl)CCCl. Synergy scores: CSS=-0.681, Synergy_ZIP=1.18, Synergy_Bliss=-0.0587, Synergy_Loewe=-4.18, Synergy_HSA=-4.73. Drug 1: CC1=C(N=C(N=C1N)C(CC(=O)N)NCC(C(=O)N)N)C(=O)NC(C(C2=CN=CN2)OC3C(C(C(C(O3)CO)O)O)OC4C(C(C(C(O4)CO)O)OC(=O)N)O)C(=O)NC(C)C(C(C)C(=O)NC(C(C)O)C(=O)NCCC5=NC(=CS5)C6=NC(=CS6)C(=O)NCCC[S+](C)C)O. Cell line: RPMI-8226. (8) Drug 1: C1=CC(=CC=C1CCCC(=O)O)N(CCCl)CCCl. Drug 2: CC1CCCC2(C(O2)CC(NC(=O)CC(C(C(=O)C(C1O)C)(C)C)O)C(=CC3=CSC(=N3)C)C)C. Cell line: 786-0. Synergy scores: CSS=43.7, Synergy_ZIP=-2.33, Synergy_Bliss=-7.79, Synergy_Loewe=-5.95, Synergy_HSA=-7.93.